Dataset: Forward reaction prediction with 1.9M reactions from USPTO patents (1976-2016). Task: Predict the product of the given reaction. (1) Given the reactants C[O:2][C:3]1[N:8]=[CH:7][C:6]([C:9]2[CH:28]=[CH:27][C:12]3[N:13]=[C:14]([N:16]4[CH2:20][CH2:19][C@@H:18]([N:21]5[CH2:26][CH2:25][CH2:24][CH2:23][CH2:22]5)[CH2:17]4)[S:15][C:11]=3[CH:10]=2)=[CH:5][N:4]=1.Br, predict the reaction product. The product is: [N:21]1([C@@H:18]2[CH2:19][CH2:20][N:16]([C:14]3[S:15][C:11]4[CH:10]=[C:9]([C:6]5[CH:7]=[N:8][C:3]([OH:2])=[N:4][CH:5]=5)[CH:28]=[CH:27][C:12]=4[N:13]=3)[CH2:17]2)[CH2:22][CH2:23][CH2:24][CH2:25][CH2:26]1. (2) Given the reactants [C:1]([O:5][C:6]([N:8]1[CH2:12][CH2:11][C:10]([CH2:16][NH:17][C:18]([O:20][CH2:21][C:22]2[CH:27]=[CH:26][CH:25]=[CH:24][CH:23]=2)=[O:19])([C:13]([OH:15])=O)[CH2:9]1)=[O:7])([CH3:4])([CH3:3])[CH3:2].O=C1N(P(Cl)(N2CCOC2=O)=O)CCO1.CCN(C(C)C)C(C)C.[C:52]1([NH2:58])[CH:57]=[CH:56][CH:55]=[CH:54][CH:53]=1, predict the reaction product. The product is: [C:1]([O:5][C:6]([N:8]1[CH2:12][CH2:11][C:10]([CH2:16][NH:17][C:18]([O:20][CH2:21][C:22]2[CH:27]=[CH:26][CH:25]=[CH:24][CH:23]=2)=[O:19])([C:13](=[O:15])[NH:58][C:52]2[CH:57]=[CH:56][CH:55]=[CH:54][CH:53]=2)[CH2:9]1)=[O:7])([CH3:3])([CH3:2])[CH3:4]. (3) Given the reactants [Br:1][C:2]1[CH:3]=[CH:4][C:5]2[N:9]=[C:8]([O:10][CH:11]3[CH2:14][O:13][CH2:12]3)[N:7]([C:15]3[CH:20]=[CH:19][N:18]=[C:17]([NH2:21])[N:16]=3)[C:6]=2[CH:22]=1, predict the reaction product. The product is: [Br:1][C:2]1[CH:3]=[CH:4][C:5]2[N:9]=[C:8]([O:10][CH2:11][CH2:12][O:13][CH3:14])[N:7]([C:15]3[CH:20]=[CH:19][N:18]=[C:17]([NH2:21])[N:16]=3)[C:6]=2[CH:22]=1. (4) Given the reactants Br[C:2]1[CH:3]=[C:4]([N:8]2[C:16]3[CH:15]=[CH:14][C:13]([CH3:17])=[CH:12][C:11]=3[C:10]3[CH2:18][N:19]([CH3:22])[CH2:20][CH2:21][C:9]2=3)[CH:5]=[CH:6][CH:7]=1.[CH3:23][C:24]1[S:28][C:27](B2OC(C)(C)C(C)(C)O2)=[CH:26][CH:25]=1.C([O-])([O-])=O.[K+].[K+], predict the reaction product. The product is: [CH3:22][N:19]1[CH2:20][CH2:21][C:9]2[N:8]([C:4]3[CH:3]=[CH:2][CH:7]=[C:6]([C:27]4[S:28][C:24]([CH3:23])=[CH:25][CH:26]=4)[CH:5]=3)[C:16]3[CH:15]=[CH:14][C:13]([CH3:17])=[CH:12][C:11]=3[C:10]=2[CH2:18]1. (5) Given the reactants [C:1]([N:20]1[CH:24]=[C:23]([CH2:25][OH:26])[N:22]=[CH:21]1)([C:14]1[CH:19]=[CH:18][CH:17]=[CH:16][CH:15]=1)([C:8]1[CH:13]=[CH:12][CH:11]=[CH:10][CH:9]=1)[C:2]1[CH:7]=[CH:6][CH:5]=[CH:4][CH:3]=1.[C:27](OC(=O)C)(=[O:29])[CH3:28].C(OCC)(=O)C, predict the reaction product. The product is: [C:27]([O:26][CH2:25][C:23]1[N:22]=[CH:21][N:20]([C:1]([C:14]2[CH:15]=[CH:16][CH:17]=[CH:18][CH:19]=2)([C:8]2[CH:9]=[CH:10][CH:11]=[CH:12][CH:13]=2)[C:2]2[CH:7]=[CH:6][CH:5]=[CH:4][CH:3]=2)[CH:24]=1)(=[O:29])[CH3:28].